This data is from Forward reaction prediction with 1.9M reactions from USPTO patents (1976-2016). The task is: Predict the product of the given reaction. Given the reactants I[CH2:2][CH2:3][O:4][NH:5][C:6](=[O:12])[O:7][C:8]([CH3:11])([CH3:10])[CH3:9].[CH3:13][S:14]([O-:16])=[O:15].[Na+].N1C=CC=CC=1.O, predict the reaction product. The product is: [CH3:13][S:14]([CH2:2][CH2:3][O:4][NH:5][C:6](=[O:12])[O:7][C:8]([CH3:11])([CH3:10])[CH3:9])(=[O:16])=[O:15].